From a dataset of Reaction yield outcomes from USPTO patents with 853,638 reactions. Predict the reaction yield, written as a fraction of the theoretical maximum amount of product (1.0 means a 100% yield; for example, 0.34 means a 34% yield). (1) The reactants are [CH3:1][O:2][C:3]1[CH:8]=[CH:7][CH:6]=[CH:5][C:4]=1[N:9]1[CH2:15][CH2:14][CH2:13][CH2:12][C@H:11]([NH:16][C:17](=[O:23])[O:18][C:19]([CH3:22])([CH3:21])[CH3:20])[C:10]1=[O:24].[H-].[Na+].I[CH3:28]. The catalyst is C1COCC1. The product is [CH3:1][O:2][C:3]1[CH:8]=[CH:7][CH:6]=[CH:5][C:4]=1[N:9]1[CH2:15][CH2:14][CH2:13][CH2:12][C@H:11]([N:16]([CH3:28])[C:17](=[O:23])[O:18][C:19]([CH3:21])([CH3:20])[CH3:22])[C:10]1=[O:24]. The yield is 0.940. (2) The reactants are [I-].[CH2:2]([N+:4]1(C)[CH2:9][CH2:8][C:7](=[O:10])[CH2:6][CH2:5]1)[CH3:3].[CH:12]1(N)CC1.C(=O)([O-])O.[Na+]. The catalyst is C1(C)C=CC=CC=1.O. The product is [CH:2]1([N:4]2[CH2:9][CH2:8][C:7](=[O:10])[CH2:6][CH2:5]2)[CH2:3][CH2:12]1. The yield is 0.530. (3) The reactants are OO.[C:3]([O:22][CH:23]1[CH2:28][C:27]([CH3:30])([CH3:29])[NH:26][C:25]([CH3:32])([CH3:31])[CH2:24]1)(=[O:21])[CH2:4][CH2:5][CH2:6][CH2:7][CH2:8][CH2:9][CH2:10][CH2:11][CH2:12][CH2:13][CH2:14][CH2:15][CH2:16][CH2:17][CH2:18][CH2:19][CH3:20].[C:33](=[O:36])(O)[O-].[Na+].S([O-])([O-])=O.[Na+].[Na+]. The catalyst is O.C1CCCCC1.C(#N)C.C(OCC)(=O)C.C(O)(=O)C. The product is [CH:33]1([O:36][N:26]2[C:27]([CH3:30])([CH3:29])[CH2:28][CH:23]([O:22][C:3](=[O:21])[CH2:4][CH2:5][CH2:6][CH2:7][CH2:8][CH2:9][CH2:10][CH2:11][CH2:12][CH2:13][CH2:14][CH2:15][CH2:16][CH2:17][CH2:18][CH2:19][CH3:20])[CH2:24][C:25]2([CH3:31])[CH3:32])[CH2:7][CH2:6][CH2:5][CH2:4][CH2:3]1. The yield is 0.190. (4) The reactants are Cl[C:2]1[C:7]([N+:8]([O-])=O)=[CH:6][C:5]([N+]([O-])=O)=[CH:4][N:3]=1.[C:14]([NH2:17])(=[S:16])C.[OH2:18].S1(CCCC1)(=O)=[O:20]. No catalyst specified. The product is [N+:17]([C:14]1[S:16][C:2]2[N:3]=[CH:4][CH:5]=[CH:6][C:7]=2[N:8]=1)([O-:20])=[O:18]. The yield is 0.430. (5) The reactants are [NH2:1][C:2]1[C:7]([S:8][C:9]2[CH:18]=[CH:17][C:12]([C:13]([O:15][CH3:16])=[O:14])=[CH:11][CH:10]=2)=[CH:6][CH:5]=[CH:4][N:3]=1.[Br:19]Br.S(=O)(O)[O-].[Na+].C(OCC)(=O)C. The catalyst is C(O)(=O)C. The product is [NH2:1][C:2]1[C:7]([S:8][C:9]2[CH:18]=[CH:17][C:12]([C:13]([O:15][CH3:16])=[O:14])=[CH:11][CH:10]=2)=[CH:6][C:5]([Br:19])=[CH:4][N:3]=1. The yield is 0.680. (6) The reactants are C([N:20]1[CH:24]=[C:23]([C:25]2[CH:30]=[CH:29][C:28]([C@H:31]3[CH2:33][C@@H:32]3[C:34]([O:36][CH2:37][CH3:38])=[O:35])=[CH:27][CH:26]=2)[N:22]=[CH:21]1)(C1C=CC=CC=1)(C1C=CC=CC=1)C1C=CC=CC=1. The catalyst is CO.Cl. The product is [NH:20]1[CH:24]=[C:23]([C:25]2[CH:26]=[CH:27][C:28]([C@H:31]3[CH2:33][C@@H:32]3[C:34]([O:36][CH2:37][CH3:38])=[O:35])=[CH:29][CH:30]=2)[N:22]=[CH:21]1. The yield is 0.664. (7) The reactants are CO[C:3](=[O:14])[C:4]1[CH:9]=[C:8]([N+:10]([O-:12])=[O:11])[CH:7]=[N:6][C:5]=1Cl.C(O)(=O)C(O)=O.[CH2:21]([NH:24][NH2:25])[CH2:22][CH3:23].C([O-])([O-])=O.[K+].[K+]. The catalyst is CN(C=O)C. The product is [N+:10]([C:8]1[CH:9]=[C:4]2[C:3](=[O:14])[NH:25][N:24]([CH2:21][CH2:22][CH3:23])[C:5]2=[N:6][CH:7]=1)([O-:12])=[O:11]. The yield is 0.750.